Dataset: Forward reaction prediction with 1.9M reactions from USPTO patents (1976-2016). Task: Predict the product of the given reaction. (1) Given the reactants Cl[C:2]1[CH:3]=[CH:4][C:5]2[C:14]3[CH:13]=[C:12]4[CH2:15][CH2:16][CH2:17][C:18](=[O:19])[C:11]4=[CH:10][C:9]=3[O:8][CH2:7][C:6]=2[CH:20]=1.[CH:21]([B-](F)(F)F)=[CH2:22].[K+].COC1C=CC=C(OC)C=1C1C=CC=CC=1P(C1CCCCC1)C1CCCCC1.C([O-])([O-])=O.[K+].[K+], predict the reaction product. The product is: [CH:21]([C:2]1[CH:3]=[CH:4][C:5]2[C:14]3[CH:13]=[C:12]4[CH2:15][CH2:16][CH2:17][C:18](=[O:19])[C:11]4=[CH:10][C:9]=3[O:8][CH2:7][C:6]=2[CH:20]=1)=[CH2:22]. (2) Given the reactants C(O[C:4]1[C:5](=[O:16])[C:6](=[O:15])[C:7]=1[NH:8][C:9]1[CH:14]=[CH:13][N:12]=[CH:11][CH:10]=1)C.[N:17]1([CH2:23][CH2:24][O:25][C:26]2[CH:39]=[CH:38][C:29]([O:30][CH2:31][CH2:32][CH2:33][CH2:34][CH2:35][CH2:36][NH2:37])=[CH:28][CH:27]=2)[CH2:22][CH2:21][O:20][CH2:19][CH2:18]1, predict the reaction product. The product is: [N:17]1([CH2:23][CH2:24][O:25][C:26]2[CH:39]=[CH:38][C:29]([O:30][CH2:31][CH2:32][CH2:33][CH2:34][CH2:35][CH2:36][NH:37][C:4]3[C:5](=[O:16])[C:6](=[O:15])[C:7]=3[NH:8][C:9]3[CH:10]=[CH:11][N:12]=[CH:13][CH:14]=3)=[CH:28][CH:27]=2)[CH2:22][CH2:21][O:20][CH2:19][CH2:18]1. (3) Given the reactants Br[CH2:2][C:3]1[NH:8][C:7]([C:9]2[S:10][CH:11]=[CH:12][N:13]=2)=[N:6][CH:5]([C:14]2[CH:19]=[CH:18][C:17]([Cl:20])=[CH:16][C:15]=2[Cl:21])[C:4]=1[C:22]([O:24][CH2:25][CH3:26])=[O:23].C([O-])([O-])=O.[K+].[K+].[NH:33]1[CH2:38][CH2:37][S:36](=[O:40])(=[O:39])[CH2:35][C@H:34]1[C:41]([OH:43])=[O:42], predict the reaction product. The product is: [Cl:21][C:15]1[CH:16]=[C:17]([Cl:20])[CH:18]=[CH:19][C:14]=1[CH:5]1[N:6]=[C:7]([C:9]2[S:10][CH:11]=[CH:12][N:13]=2)[NH:8][C:3]([CH2:2][N:33]2[CH2:38][CH2:37][S:36](=[O:39])(=[O:40])[CH2:35][C@H:34]2[C:41]([OH:43])=[O:42])=[C:4]1[C:22]([O:24][CH2:25][CH3:26])=[O:23]. (4) Given the reactants [Br:1][C:2]1[CH:7]=[CH:6][C:5]([CH2:8][CH:9]([C:16]2[CH:21]=[CH:20][C:19]([O:22][CH3:23])=[CH:18][CH:17]=2)[C:10](N(OC)C)=[O:11])=[CH:4][CH:3]=1.[CH3:24][Mg+].[Br-], predict the reaction product. The product is: [Br:1][C:2]1[CH:3]=[CH:4][C:5]([CH2:8][CH:9]([C:16]2[CH:17]=[CH:18][C:19]([O:22][CH3:23])=[CH:20][CH:21]=2)[C:10](=[O:11])[CH3:24])=[CH:6][CH:7]=1. (5) Given the reactants [Br:1][C:2]1[CH:7]=[CH:6][C:5]([C:8]2[N:9]([CH2:18][CH2:19][OH:20])[CH:10]=[C:11]([C:13]([O:15]CC)=[O:14])[N:12]=2)=[C:4](F)[CH:3]=1.[OH-].[K+].Cl.C[N+](CCCC)(CCCC)CCCC, predict the reaction product. The product is: [Br:1][C:2]1[CH:7]=[CH:6][C:5]2[C:8]3[N:9]([CH:10]=[C:11]([C:13]([OH:15])=[O:14])[N:12]=3)[CH2:18][CH2:19][O:20][C:4]=2[CH:3]=1. (6) Given the reactants C(OC(=O)[NH:7][CH:8]([NH:17][CH2:18][C@H:19]1[CH2:24][CH2:23][C@H:22]([CH2:25][NH:26][S:27]([C:30]2[CH:35]=[CH:34][C:33]([Br:36])=[CH:32][C:31]=2[O:37][C:38]([F:41])([F:40])[F:39])(=[O:29])=[O:28])[CH2:21][CH2:20]1)[NH:9]C(OC(C)(C)C)=O)(C)(C)C.C(Cl)[Cl:44], predict the reaction product. The product is: [ClH:44].[ClH:44].[Br:36][C:33]1[CH:34]=[CH:35][C:30]([S:27]([NH:26][CH2:25][C@H:22]2[CH2:23][CH2:24][C@H:19]([CH2:18][NH:17][C:8]([NH2:9])=[NH:7])[CH2:20][CH2:21]2)(=[O:29])=[O:28])=[C:31]([O:37][C:38]([F:40])([F:39])[F:41])[CH:32]=1. (7) Given the reactants Cl[C:2]1[N:7]=[C:6]([Cl:8])[N:5]=[C:4]([O:9][CH2:10][C@H:11]2[CH2:13][C@H:12]2[C:14]#[N:15])[N:3]=1.Cl.[NH:17]1[CH2:22][CH2:21][CH:20]([C:23]2[C:31]3[C:26](=[N:27][CH:28]=[CH:29][N:30]=3)[NH:25][N:24]=2)[CH2:19][CH2:18]1.CCN(C(C)C)C(C)C.CO, predict the reaction product. The product is: [Cl:8][C:6]1[N:7]=[C:2]([N:17]2[CH2:22][CH2:21][CH:20]([C:23]3[C:31]4[C:26](=[N:27][CH:28]=[CH:29][N:30]=4)[NH:25][N:24]=3)[CH2:19][CH2:18]2)[N:3]=[C:4]([O:9][CH2:10][C@H:11]2[CH2:13][C@H:12]2[C:14]#[N:15])[N:5]=1. (8) Given the reactants [Cl:1][C:2]1[N:7]=[C:6]([NH:8][C:9]2[CH:14]=[CH:13][CH:12]=[C:11]([NH:15][CH2:16][C:17]3[CH:22]=[CH:21][CH:20]=[C:19]([N+:23]([O-])=O)[CH:18]=3)[CH:10]=2)[C:5]([Cl:26])=[CH:4][N:3]=1, predict the reaction product. The product is: [NH2:23][C:19]1[CH:18]=[C:17]([CH:22]=[CH:21][CH:20]=1)[CH2:16][NH:15][C:11]1[CH:12]=[CH:13][CH:14]=[C:9]([NH:8][C:6]2[C:5]([Cl:26])=[CH:4][N:3]=[C:2]([Cl:1])[N:7]=2)[CH:10]=1.